From a dataset of Catalyst prediction with 721,799 reactions and 888 catalyst types from USPTO. Predict which catalyst facilitates the given reaction. (1) Reactant: Cl[C:2]1[N:7]=[C:6]([N:8]([CH2:22][C:23]([CH3:26])([CH3:25])[CH3:24])[CH2:9][C:10]2[CH:15]=[CH:14][C:13]([CH2:16][N:17]3[CH:21]=[N:20][CH:19]=[N:18]3)=[CH:12][CH:11]=2)[CH:5]=[CH:4][N:3]=1.[C-]#N.[Na+].[N:30]12CCN(CC1)C[CH2:31]2.O. Product: [CH3:24][C:23]([CH3:26])([CH3:25])[CH2:22][N:8]([CH2:9][C:10]1[CH:15]=[CH:14][C:13]([CH2:16][N:17]2[CH:21]=[N:20][CH:19]=[N:18]2)=[CH:12][CH:11]=1)[C:6]1[CH:5]=[CH:4][N:3]=[C:2]([C:31]#[N:30])[N:7]=1. The catalyst class is: 16. (2) Reactant: [N:1]1([CH2:6][CH2:7][N:8]([C:16]2[CH:21]=[CH:20][C:19]([NH:22][C:23]([C:25]3[CH:30]=[CH:29][CH:28]=[CH:27][C:26]=3[C:31]3[CH:36]=[CH:35][C:34]([C:37]([F:40])([F:39])[F:38])=[CH:33][CH:32]=3)=[O:24])=[CH:18][CH:17]=2)C(=O)OC(C)(C)C)[CH:5]=[CH:4][CH:3]=[N:2]1.FC(F)(F)C(O)=O. Product: [N:1]1([CH2:6][CH2:7][NH:8][C:16]2[CH:21]=[CH:20][C:19]([NH:22][C:23]([C:25]3[C:26]([C:31]4[CH:32]=[CH:33][C:34]([C:37]([F:38])([F:39])[F:40])=[CH:35][CH:36]=4)=[CH:27][CH:28]=[CH:29][CH:30]=3)=[O:24])=[CH:18][CH:17]=2)[CH:5]=[CH:4][CH:3]=[N:2]1. The catalyst class is: 4. (3) Reactant: [Br:1][C:2]1[CH:3]=[C:4]([CH:8]([CH2:11][OH:12])[CH2:9][OH:10])[CH:5]=[N:6][CH:7]=1.CO[C:15](OC)([CH3:17])[CH3:16].CC1C=CC(S(O)(=O)=O)=CC=1. Product: [Br:1][C:2]1[CH:7]=[N:6][CH:5]=[C:4]([CH:8]2[CH2:11][O:12][C:15]([CH3:17])([CH3:16])[O:10][CH2:9]2)[CH:3]=1. The catalyst class is: 2. (4) Reactant: [CH3:1][S:2]([C:5]1[CH:10]=[CH:9][C:8]([C:11]2[CH2:20][CH2:19][C:18]3[C:13](=[CH:14][CH:15]=[C:16]([O:21]C)[CH:17]=3)[C:12]=2[O:23][C:24]2[CH:38]=[CH:37][C:27]([O:28][CH2:29][CH2:30][N:31]3[CH2:36][CH2:35][CH2:34][CH2:33][CH2:32]3)=[CH:26][CH:25]=2)=[CH:7][CH:6]=1)(=[O:4])=[O:3].C([S-])C.[Na+]. Product: [CH3:1][S:2]([C:5]1[CH:6]=[CH:7][C:8]([C:11]2[CH2:20][CH2:19][C:18]3[CH:17]=[C:16]([OH:21])[CH:15]=[CH:14][C:13]=3[C:12]=2[O:23][C:24]2[CH:38]=[CH:37][C:27]([O:28][CH2:29][CH2:30][N:31]3[CH2:36][CH2:35][CH2:34][CH2:33][CH2:32]3)=[CH:26][CH:25]=2)=[CH:9][CH:10]=1)(=[O:4])=[O:3]. The catalyst class is: 9.